This data is from Full USPTO retrosynthesis dataset with 1.9M reactions from patents (1976-2016). The task is: Predict the reactants needed to synthesize the given product. (1) Given the product [CH2:13]([O:12][C:10](=[O:11])[CH2:9][CH2:8][N:17]1[CH:21]=[CH:20][N:19]=[C:18]1/[CH:22]=[CH:23]/[C:24]([O:26][CH2:27][C:28]1[CH:33]=[CH:32][CH:31]=[CH:30][CH:29]=1)=[O:25])[CH3:14], predict the reactants needed to synthesize it. The reactants are: C(=O)([O-])[O-].[K+].[K+].Br[CH2:8][CH2:9][C:10]([O:12][CH2:13][CH3:14])=[O:11].[I-].[K+].[NH:17]1[CH:21]=[CH:20][N:19]=[C:18]1/[CH:22]=[CH:23]/[C:24]([O:26][CH2:27][C:28]1[CH:33]=[CH:32][CH:31]=[CH:30][CH:29]=1)=[O:25]. (2) Given the product [Cl:1][C:2]1[CH:7]=[C:6]([C:8]2[CH:13]=[CH:12][CH:11]=[C:10]([CH3:14])[CH:9]=2)[N:5]2[N:15]=[C:16]([CH3:18])[C:17]([I:19])=[C:4]2[N:3]=1, predict the reactants needed to synthesize it. The reactants are: [Cl:1][C:2]1[CH:7]=[C:6]([C:8]2[CH:13]=[CH:12][CH:11]=[C:10]([CH3:14])[CH:9]=2)[N:5]2[N:15]=[C:16]([CH3:18])[CH:17]=[C:4]2[N:3]=1.[I:19]N1C(=O)CCC1=O. (3) Given the product [CH3:9][O:8][C:4]1[CH:3]=[C:2]([CH2:15][C:14]([O:13][CH2:11][CH3:12])=[O:17])[CH:7]=[CH:6][N:5]=1, predict the reactants needed to synthesize it. The reactants are: Br[C:2]1[CH:7]=[CH:6][N:5]=[C:4]([O:8][CH3:9])[CH:3]=1.[Br-].[CH2:11]([O:13][C:14](=[O:17])[CH2:15][Zn+])[CH3:12]. (4) Given the product [F:23][C:2]([F:1])([F:24])[C:3]1[CH:4]=[C:5]([C:13]2[N:17]=[CH:16][N:15](/[CH:18]=[CH:19]\[C:20]([N:48]([CH2:46][CH3:47])[CH:49]([C:51]3[CH:52]=[N:53][CH:54]=[CH:55][CH:56]=3)[CH3:50])=[O:21])[N:14]=2)[CH:6]=[C:7]([C:9]([F:10])([F:11])[F:12])[CH:8]=1, predict the reactants needed to synthesize it. The reactants are: [F:1][C:2]([F:24])([F:23])[C:3]1[CH:4]=[C:5]([C:13]2[N:17]=[CH:16][N:15](/[CH:18]=[CH:19]\[C:20](O)=[O:21])[N:14]=2)[CH:6]=[C:7]([C:9]([F:12])([F:11])[F:10])[CH:8]=1.CCN(C(C)C)C(C)C.CCN=C=NCCCN(C)C.Cl.[CH2:46]([NH:48][CH:49]([C:51]1[CH:52]=[N:53][CH:54]=[CH:55][CH:56]=1)[CH3:50])[CH3:47].C1C=CC2N(O)N=NC=2C=1. (5) Given the product [C:30]([O:29][C:27](=[O:28])[NH:15][C:12]1[CH:11]=[N:10][C:9]([C:6]2[CH:5]=[CH:4][C:3]([C:2]([F:1])([F:16])[F:17])=[CH:8][CH:7]=2)=[CH:14][N:13]=1)([CH3:33])([CH3:32])[CH3:31], predict the reactants needed to synthesize it. The reactants are: [F:1][C:2]([F:17])([F:16])[C:3]1[CH:8]=[CH:7][C:6]([C:9]2[N:10]=[CH:11][C:12]([NH2:15])=[N:13][CH:14]=2)=[CH:5][CH:4]=1.CN(C1C=CC=CN=1)C.[C:27](O[C:27]([O:29][C:30]([CH3:33])([CH3:32])[CH3:31])=[O:28])([O:29][C:30]([CH3:33])([CH3:32])[CH3:31])=[O:28]. (6) Given the product [Br:1][C:2]1[CH:20]=[N:19][C:5]2[N:6]=[C:7]([N:12]3[CH2:17][CH2:16][N:15]([CH3:18])[CH2:14][CH2:13]3)[C:8]3[N:9]([CH:22]=[N:11][N:10]=3)[C:4]=2[C:3]=1[CH3:21], predict the reactants needed to synthesize it. The reactants are: [Br:1][C:2]1[CH:20]=[N:19][C:5]2=[N:6][C:7]([N:12]3[CH2:17][CH2:16][N:15]([CH3:18])[CH2:14][CH2:13]3)=[C:8]([NH:10][NH2:11])[N:9]=[C:4]2[C:3]=1[CH3:21].[CH:22](OC)(OC)OC. (7) Given the product [F:1][C:2]1[C:7]([F:8])=[C:6]([O:9][CH2:10][CH3:11])[CH:5]=[CH:4][C:3]=1[C@H:12]1[CH2:13][CH2:14][C@H:15]([CH:18]2[CH2:23][CH2:22][C:21]([CH2:4][CH2:3][CH2:2][CH2:7][CH3:6])([OH:24])[CH:20]=[CH:19]2)[CH2:16][CH2:17]1, predict the reactants needed to synthesize it. The reactants are: [F:1][C:2]1[C:7]([F:8])=[C:6]([O:9][CH2:10][CH3:11])[CH:5]=[CH:4][C:3]=1[C@H:12]1[CH2:17][CH2:16][C@H:15]([CH:18]2[CH2:23][CH2:22][C:21](=[O:24])[CH:20]=[CH:19]2)[CH2:14][CH2:13]1.[Cl-].[NH4+]. (8) Given the product [CH3:22][NH:23][C:8]([C:6]1[N:7]=[C:2]([NH2:1])[N:3]([CH3:21])[C:4](=[O:20])[C:5]=1[O:12][CH2:13][C:14]1[CH:19]=[CH:18][CH:17]=[CH:16][CH:15]=1)=[O:10], predict the reactants needed to synthesize it. The reactants are: [NH2:1][C:2]1[N:3]([CH3:21])[C:4](=[O:20])[C:5]([O:12][CH2:13][C:14]2[CH:19]=[CH:18][CH:17]=[CH:16][CH:15]=2)=[C:6]([C:8]([O:10]C)=O)[N:7]=1.[CH3:22][NH2:23].C1COCC1. (9) Given the product [Br:1][CH2:38][CH2:37][O:36][CH2:35][C:31]1[CH:32]=[CH:33][CH:34]=[C:29]([F:28])[CH:30]=1, predict the reactants needed to synthesize it. The reactants are: [Br:1]N1C(=O)CCC1=O.C1(P(C2C=CC=CC=2)C2C=CC=CC=2)C=CC=CC=1.[F:28][C:29]1[CH:30]=[C:31]([CH2:35][O:36][CH2:37][CH2:38]O)[CH:32]=[CH:33][CH:34]=1. (10) Given the product [NH:38]1[C:34]([C:29]2[CH:30]=[CH:31][CH:32]=[CH:33][C:28]=2[C:24]2[CH:23]=[C:22]3[C:27](=[CH:26][CH:25]=2)[C@@H:19]([N:18]2[C:6]4=[N:7][C:8]([CH2:12][CH2:13][C@@H:14]([O:16][CH3:17])[CH3:15])=[CH:9][C:10]([CH3:11])=[C:5]4[N:4]=[C:3]2[CH2:1][CH3:2])[CH2:20][CH2:21]3)=[N:35][N:36]=[N:37]1, predict the reactants needed to synthesize it. The reactants are: [CH2:1]([C:3]1[N:18]([C@@H:19]2[C:27]3[C:22](=[CH:23][C:24]([C:28]4[CH:33]=[CH:32][CH:31]=[CH:30][C:29]=4[C:34]4[N:38](C(C5C=CC=CC=5)(C5C=CC=CC=5)C5C=CC=CC=5)[N:37]=[N:36][N:35]=4)=[CH:25][CH:26]=3)[CH2:21][CH2:20]2)[C:6]2=[N:7][C:8]([C:12]#[C:13][C@@H:14]([O:16][CH3:17])[CH3:15])=[CH:9][C:10]([CH3:11])=[C:5]2[N:4]=1)[CH3:2].